Predict the product of the given reaction. From a dataset of Forward reaction prediction with 1.9M reactions from USPTO patents (1976-2016). Given the reactants [Cl:1][C:2]1[C:3]2[CH2:10][C:9](=[O:11])[NH:8][C:4]=2[N:5]=[CH:6][N:7]=1.[S:12]1[CH:16]=[CH:15][N:14]=[C:13]1[CH:17]=O.N1CCCC1, predict the reaction product. The product is: [Cl:1][C:2]1[C:3]2[C:10](=[CH:17][C:13]3[S:12][CH:16]=[CH:15][N:14]=3)[C:9](=[O:11])[NH:8][C:4]=2[N:5]=[CH:6][N:7]=1.